Dataset: Forward reaction prediction with 1.9M reactions from USPTO patents (1976-2016). Task: Predict the product of the given reaction. (1) Given the reactants Cl[CH2:2][C:3]([CH:5]1[CH2:10][CH2:9][N:8]([C:11]([O:13][C:14]([CH3:17])([CH3:16])[CH3:15])=[O:12])[CH2:7][CH2:6]1)=[O:4].[Cl:18][C:19]1[CH:20]=[CH:21][C:22]([OH:29])=[C:23]([NH:25][C:26]([NH2:28])=[O:27])[CH:24]=1.C([O-])([O-])=O.[K+].[K+], predict the reaction product. The product is: [Cl:18][C:19]1[CH:20]=[CH:21][C:22]([O:29][CH2:2][C:3]([CH:5]2[CH2:10][CH2:9][N:8]([C:11]([O:13][C:14]([CH3:17])([CH3:16])[CH3:15])=[O:12])[CH2:7][CH2:6]2)=[O:4])=[C:23]([NH:25][C:26]([NH2:28])=[O:27])[CH:24]=1. (2) Given the reactants Br[C:2]1[CH:7]=[CH:6][C:5]([N+:8]([O-:10])=[O:9])=[CH:4][CH:3]=1.[CH3:11][N:12]1[CH2:17][CH2:16][NH:15][CH2:14][CH2:13]1, predict the reaction product. The product is: [CH3:11][N:12]1[CH2:17][CH2:16][N:15]([C:2]2[CH:7]=[CH:6][C:5]([N+:8]([O-:10])=[O:9])=[CH:4][CH:3]=2)[CH2:14][CH2:13]1. (3) The product is: [O:1]1[CH:6]([C:7]([N:9]2[CH2:10][CH2:11][N:12]([C:20]3[C:27]([F:28])=[CH:26][CH:25]=[CH:24][C:21]=3[CH:22]=[O:23])[CH2:13][CH2:14]2)=[O:8])[CH2:5][O:4][C:3]2[CH:15]=[CH:16][CH:17]=[CH:18][C:2]1=2. Given the reactants [O:1]1[CH:6]([C:7]([N:9]2[CH2:14][CH2:13][NH:12][CH2:11][CH2:10]2)=[O:8])[CH2:5][O:4][C:3]2[CH:15]=[CH:16][CH:17]=[CH:18][C:2]1=2.F[C:20]1[C:27]([F:28])=[CH:26][CH:25]=[CH:24][C:21]=1[CH:22]=[O:23].C([O-])([O-])=O.[K+].[K+].O, predict the reaction product. (4) Given the reactants [Si:1]([O:8][C:9]1[CH:10]=[CH:11][C:12]2[C:16]([O:17][C:18]3[CH:23]=[CH:22][C:21](/[CH:24]=[CH:25]/[C:26]([OH:28])=[O:27])=[CH:20][CH:19]=3)=[C:15]([C:29]3[CH:34]=[CH:33][CH:32]=[CH:31][C:30]=3[CH:35]([CH3:37])[CH3:36])[S:14][C:13]=2[CH:38]=1)([C:4]([CH3:7])([CH3:6])[CH3:5])([CH3:3])[CH3:2].[CH3:39][CH:40](O)[CH3:41].Cl.CN(C)CCCN=C=NCC, predict the reaction product. The product is: [Si:1]([O:8][C:9]1[CH:10]=[CH:11][C:12]2[C:16]([O:17][C:18]3[CH:23]=[CH:22][C:21](/[CH:24]=[CH:25]/[C:26]([O:28][CH:40]([CH3:41])[CH3:39])=[O:27])=[CH:20][CH:19]=3)=[C:15]([C:29]3[CH:34]=[CH:33][CH:32]=[CH:31][C:30]=3[CH:35]([CH3:36])[CH3:37])[S:14][C:13]=2[CH:38]=1)([C:4]([CH3:5])([CH3:7])[CH3:6])([CH3:3])[CH3:2]. (5) Given the reactants [Br:1][C:2]1[CH:15]=[CH:14][C:5]([C:6]([N:8]([CH2:10][CH2:11][CH2:12]C)[CH3:9])=[O:7])=[C:4]([S:16]([CH:19]([CH3:21])[CH3:20])(=[O:18])=[O:17])[CH:3]=1.Br[C:23]1C=CC(C(O)=O)=C(S(C(C)C)(=O)=O)C=1.C(NCCC)C, predict the reaction product. The product is: [Br:1][C:2]1[CH:15]=[CH:14][C:5]([C:6]([N:8]([CH2:9][CH3:23])[CH2:10][CH2:11][CH3:12])=[O:7])=[C:4]([S:16]([CH:19]([CH3:21])[CH3:20])(=[O:18])=[O:17])[CH:3]=1.